From a dataset of Cav3 T-type calcium channel HTS with 100,875 compounds. Binary Classification. Given a drug SMILES string, predict its activity (active/inactive) in a high-throughput screening assay against a specified biological target. (1) The compound is s1c(/C(=N/OCC(=O)Nc2c(cc(cc2)C)C)C)ccc1. The result is 0 (inactive). (2) The drug is s1nc(c(N)c1C(=O)N(C(C(=O)NC1CCCC1)c1ccc(OC)cc1)c1ccc(F)cc1)c1ccc(F)cc1. The result is 0 (inactive). (3) The molecule is O(c1cc(Cn2c3c(nc2CC)cccc3)ccc1OC)C. The result is 0 (inactive). (4) The molecule is S(CN1C(=O)c2c(C1=O)cccc2)c1nn2c(cc(nc2n1)C)C. The result is 0 (inactive). (5) The compound is [nH]1c(nc2c1cccc2)c1c(cccc1)C. The result is 0 (inactive). (6) The compound is S(=O)(=O)(N(CC(=O)NCCN1CCN(CC1)Cc1ccccc1)C)c1c2nsnc2ccc1. The result is 0 (inactive). (7) The drug is S(c1oc(nn1)c1occc1)CC(O)=O. The result is 0 (inactive). (8) The compound is Clc1ccc(NC(=O)COC(=O)CCOc2ccc(cc2)C)nc1. The result is 0 (inactive). (9) The drug is O=C(N1CCC(CC1)C)NC(Cc1ccccc1)C(O)=O. The result is 0 (inactive).